Dataset: Catalyst prediction with 721,799 reactions and 888 catalyst types from USPTO. Task: Predict which catalyst facilitates the given reaction. (1) Reactant: [Br:1][C:2]1[C:3]([NH:9][NH2:10])=[N:4][C:5]([Cl:8])=[N:6][CH:7]=1.Cl.[N:12]([O-])=O.[Na+]. Product: [Br:1][C:2]1[C:3]2[N:4]([N:12]=[N:10][N:9]=2)[C:5]([Cl:8])=[N:6][CH:7]=1. The catalyst class is: 6. (2) Reactant: C(OC(=O)[NH:7][CH2:8][CH2:9][CH:10]([CH2:29][C:30]1[CH:35]=[CH:34][C:33]([CH3:36])=[CH:32][CH:31]=1)[C:11](=[O:28])[N:12]1[CH2:17][CH2:16][N:15]([C:18]2[C:27]3[C:22](=[CH:23][CH:24]=[CH:25][CH:26]=3)[N:21]=[CH:20][N:19]=2)[CH2:14][CH2:13]1)(C)(C)C.C(Cl)[Cl:39]. Product: [ClH:39].[ClH:39].[NH2:7][CH2:8][CH2:9][CH:10]([CH2:29][C:30]1[CH:31]=[CH:32][C:33]([CH3:36])=[CH:34][CH:35]=1)[C:11]([N:12]1[CH2:13][CH2:14][N:15]([C:18]2[C:27]3[C:22](=[CH:23][CH:24]=[CH:25][CH:26]=3)[N:21]=[CH:20][N:19]=2)[CH2:16][CH2:17]1)=[O:28]. The catalyst class is: 12. (3) Reactant: [CH2:1]([N:3]([CH2:15][CH3:16])[S:4]([C:7]1[CH:8]=[N:9][C:10]([NH:13][NH2:14])=[CH:11][CH:12]=1)(=[O:6])=[O:5])[CH3:2].C1N=CN([C:22](N2C=NC=C2)=[O:23])C=1. Product: [CH2:15]([N:3]([CH2:1][CH3:2])[S:4]([C:7]1[CH:12]=[CH:11][C:10]2[N:9]([C:22](=[O:23])[NH:14][N:13]=2)[CH:8]=1)(=[O:6])=[O:5])[CH3:16]. The catalyst class is: 20.